This data is from Full USPTO retrosynthesis dataset with 1.9M reactions from patents (1976-2016). The task is: Predict the reactants needed to synthesize the given product. (1) Given the product [S:3]1[C:4]2[CH:10]=[C:9]([NH2:11])[CH:8]=[CH:7][C:5]=2[N:6]=[C:2]1[NH2:1], predict the reactants needed to synthesize it. The reactants are: [NH2:1][C:2]1[S:3][C:4]2[CH:10]=[C:9]([N+:11]([O-])=O)[CH:8]=[CH:7][C:5]=2[N:6]=1.[H][H]. (2) Given the product [CH2:1]([N:3]1[C:12]2[C:7](=[CH:8][C:9]([F:20])=[C:10]([N:14]3[CH2:15][CH2:16][N:17]([CH2:26][C:27]([C:29]4[CH:34]=[CH:33][C:32]([O:35][CH3:36])=[CH:31][CH:30]=4)=[O:28])[CH2:18][CH2:19]3)[C:11]=2[F:13])[C:6](=[O:21])[C:5]([C:22]([OH:24])=[O:23])=[CH:4]1)[CH3:2], predict the reactants needed to synthesize it. The reactants are: [CH2:1]([N:3]1[C:12]2[C:7](=[CH:8][C:9]([F:20])=[C:10]([N:14]3[CH2:19][CH2:18][NH:17][CH2:16][CH2:15]3)[C:11]=2[F:13])[C:6](=[O:21])[C:5]([C:22]([OH:24])=[O:23])=[CH:4]1)[CH3:2].Br[CH2:26][C:27]([C:29]1[CH:34]=[CH:33][C:32]([O:35][CH3:36])=[CH:31][CH:30]=1)=[O:28]. (3) Given the product [CH2:17]([N:11]1[CH2:10][C:29]([C:30]2[CH:35]=[CH:34][C:33]([F:36])=[C:32]([F:37])[CH:31]=2)=[C:28]([C:27]([OH:38])=[O:26])[CH2:12]1)[C:18]1[CH:19]=[CH:20][CH:21]=[CH:22][CH:23]=1, predict the reactants needed to synthesize it. The reactants are: FC(F)(F)C(O)=O.CO[CH2:10][N:11]([CH2:17][C:18]1[CH:23]=[CH:22][CH:21]=[CH:20][CH:19]=1)[CH2:12][Si](C)(C)C.C([O:26][C:27](=[O:38])[C:28]#[C:29][C:30]1[CH:35]=[CH:34][C:33]([F:36])=[C:32]([F:37])[CH:31]=1)C.[OH-].[Na+].